Dataset: Reaction yield outcomes from USPTO patents with 853,638 reactions. Task: Predict the reaction yield, written as a fraction of the theoretical maximum amount of product (1.0 means a 100% yield; for example, 0.34 means a 34% yield). (1) The reactants are [OH:1][C:2]1[CH:9]=[CH:8][C:5]([C:6]#[N:7])=[CH:4][C:3]=1[CH2:10][CH2:11][CH3:12].[CH2:13]([O:15][C:16](=[O:32])[CH2:17][C@H:18]1[C:26]2[C:21](=[CH:22][C:23]([O:27][CH2:28][CH2:29][CH2:30]Br)=[CH:24][CH:25]=2)[CH2:20][CH2:19]1)[CH3:14].C([O-])([O-])=O.[Cs+].[Cs+]. The catalyst is CN(C=O)C.O. The product is [C:6]([C:5]1[CH:8]=[CH:9][C:2]([O:1][CH2:30][CH2:29][CH2:28][O:27][C:23]2[CH:22]=[C:21]3[C:26](=[CH:25][CH:24]=2)[C@H:18]([CH2:17][C:16]([O:15][CH2:13][CH3:14])=[O:32])[CH2:19][CH2:20]3)=[C:3]([CH2:10][CH2:11][CH3:12])[CH:4]=1)#[N:7]. The yield is 0.660. (2) The reactants are CO[C:3](=[O:13])[C:4]1[C:9]([I:10])=[CH:8][CH:7]=[CH:6][C:5]=1[CH2:11]Br.[F:14][C:15]1[CH:22]=[CH:21][C:18]([CH2:19][NH2:20])=[CH:17][CH:16]=1.C(OCC)(=O)C. The catalyst is C1(C)C=CC=CC=1.CCCCCC. The product is [F:14][C:15]1[CH:22]=[CH:21][C:18]([CH2:19][N:20]2[CH2:11][C:5]3[C:4](=[C:9]([I:10])[CH:8]=[CH:7][CH:6]=3)[C:3]2=[O:13])=[CH:17][CH:16]=1. The yield is 0.400.